Dataset: Forward reaction prediction with 1.9M reactions from USPTO patents (1976-2016). Task: Predict the product of the given reaction. (1) Given the reactants O.[CH3:2][O:3][C:4]1[CH:9]=[CH:8][C:7]([N:10]2[CH2:15][CH2:14][CH:13]=[CH:12][C:11]2=[O:16])=[CH:6][CH:5]=1.[O:17]=[C:18]([NH:33][C@@H:34]1[CH2:38][CH2:37][NH:36][CH2:35]1)[CH2:19][NH:20][C:21](=[O:32])[C:22]1[CH:27]=[CH:26][CH:25]=[C:24]([C:28]([F:31])([F:30])[F:29])[CH:23]=1.[NH4+].[OH-], predict the reaction product. The product is: [CH3:2][O:3][C:4]1[CH:5]=[CH:6][C:7]([N:10]2[CH2:15][CH2:14][CH:13]([N:36]3[CH2:37][CH2:38][C@@H:34]([NH:33][C:18](=[O:17])[CH2:19][NH:20][C:21](=[O:32])[C:22]4[CH:27]=[CH:26][CH:25]=[C:24]([C:28]([F:29])([F:31])[F:30])[CH:23]=4)[CH2:35]3)[CH2:12][C:11]2=[O:16])=[CH:8][CH:9]=1. (2) The product is: [CH3:1][O:2][CH2:3][C@H:4]1[CH2:9][CH2:8][CH2:7][C@H:6]([NH2:10])[CH2:5]1. Given the reactants [CH3:1][O:2][CH2:3][C@H:4]1[CH2:9][CH2:8][CH2:7][C@H:6]([N:10]2C(=O)C3C(=CC=CC=3)C2=O)[CH2:5]1.NN, predict the reaction product. (3) Given the reactants [CH3:1][O:2][C:3]1[CH:8]=[CH:7][C:6]([N+:9]([O-:11])=[O:10])=[CH:5][C:4]=1[OH:12].[H-].[Na+].Cl.Cl[CH2:17][CH2:18][N:19]1[CH2:24][CH2:23][O:22][CH2:21][CH2:20]1.O, predict the reaction product. The product is: [N:19]1([CH2:18][CH2:17][O:12][C:4]2[CH:5]=[C:6]([N+:9]([O-:11])=[O:10])[CH:7]=[CH:8][C:3]=2[O:2][CH3:1])[CH2:24][CH2:23][O:22][CH2:21][CH2:20]1. (4) Given the reactants CI.[CH2:3]([C:6]1[C:11]([F:12])=[CH:10][CH:9]=[C:8]([N+:13]([O-:15])=[O:14])[C:7]=1[OH:16])[CH:4]=[CH2:5].[C:17](=O)([O-])[O-].[K+].[K+], predict the reaction product. The product is: [CH2:3]([C:6]1[C:7]([O:16][CH3:17])=[C:8]([N+:13]([O-:15])=[O:14])[CH:9]=[CH:10][C:11]=1[F:12])[CH:4]=[CH2:5]. (5) Given the reactants [F:1][C:2]1[CH:32]=[C:31]([F:33])[CH:30]=[CH:29][C:3]=1[CH2:4][N:5]1[C:9]2=[CH:10][N:11]=[C:12]([C:14]([O:16]C)=O)[CH:13]=[C:8]2[C:7]([CH2:18][N:19]2[CH2:24][CH2:23][C@@H:22]3[C:25](=[O:28])[NH:26][CH2:27][C@@H:21]3[CH2:20]2)=[CH:6]1.[OH-:34].[Na+].[NH2:36]O, predict the reaction product. The product is: [F:1][C:2]1[CH:32]=[C:31]([F:33])[CH:30]=[CH:29][C:3]=1[CH2:4][N:5]1[C:9]2=[CH:10][N:11]=[C:12]([C:14]([NH:36][OH:34])=[O:16])[CH:13]=[C:8]2[C:7]([CH2:18][N:19]2[CH2:24][CH2:23][C@@H:22]3[C:25](=[O:28])[NH:26][CH2:27][C@@H:21]3[CH2:20]2)=[CH:6]1. (6) The product is: [ClH:10].[C:4]1([CH:3]([O:18][NH2:19])[CH3:2])[CH:9]=[CH:8][CH:7]=[CH:6][CH:5]=1. Given the reactants Br[CH2:2][CH2:3][C:4]1[CH:9]=[CH:8][CH:7]=[CH:6][CH:5]=1.[ClH:10].N1C=CC=CC=1C[O:18][NH2:19], predict the reaction product. (7) Given the reactants Br[C:2]1[CH:3]=[C:4]([C:7]2[S:8][C:9]([C:12]([OH:14])=[O:13])=[CH:10][CH:11]=2)[S:5][CH:6]=1.[OH:15][C:16]1[CH:21]=[CH:20][C:19](B(O)O)=[CH:18][CH:17]=1, predict the reaction product. The product is: [OH:15][C:16]1[CH:21]=[CH:20][C:19]([C:2]2[CH:3]=[C:4]([C:7]3[S:8][C:9]([C:12]([OH:14])=[O:13])=[CH:10][CH:11]=3)[S:5][CH:6]=2)=[CH:18][CH:17]=1. (8) Given the reactants [S:1]1[CH:5]=[CH:4][N:3]=[C:2]1[C:6]1([OH:16])[CH2:15][CH2:14][C:9]2([O:13][CH2:12][CH2:11][O:10]2)[CH2:8][CH2:7]1.[Br:17]N1C(=O)CCC1=O, predict the reaction product. The product is: [Br:17][C:5]1[S:1][C:2]([C:6]2([OH:16])[CH2:7][CH2:8][C:9]3([O:13][CH2:12][CH2:11][O:10]3)[CH2:14][CH2:15]2)=[N:3][CH:4]=1. (9) Given the reactants C([O:8][CH2:9][CH2:10][N:11]1[C:19]2[C:14](=[CH:15][CH:16]=[C:17]([C:20]([O:22][CH3:23])=[O:21])[CH:18]=2)[C:13]([CH:24]2[CH2:29][CH2:28][CH2:27][CH2:26][CH2:25]2)=[C:12]1[C:30]1[C:31]([O:36]CC2C=CC=CC=2)=[N:32][CH:33]=[CH:34][CH:35]=1)C1C=CC=CC=1, predict the reaction product. The product is: [CH:24]1([C:13]2[C:14]3[C:19](=[CH:18][C:17]([C:20]([O:22][CH3:23])=[O:21])=[CH:16][CH:15]=3)[N:11]([CH2:10][CH2:9][OH:8])[C:12]=2[C:30]2[C:31]([OH:36])=[N:32][CH:33]=[CH:34][CH:35]=2)[CH2:29][CH2:28][CH2:27][CH2:26][CH2:25]1.